This data is from Reaction yield outcomes from USPTO patents with 853,638 reactions. The task is: Predict the reaction yield, written as a fraction of the theoretical maximum amount of product (1.0 means a 100% yield; for example, 0.34 means a 34% yield). (1) The reactants are [NH2:1][C:2]1[N:7]=[CH:6][N:5]=[C:4]2[N:8]([CH:12]3[CH2:17][CH2:16][CH2:15][N:14]([C:18]([O:20][C:21]([CH3:24])([CH3:23])[CH3:22])=[O:19])[CH2:13]3)[N:9]=[C:10](I)[C:3]=12.[F:25][C:26]1[CH:41]=[CH:40][CH:39]=[CH:38][C:27]=1[O:28][C:29]1[CH:34]=[CH:33][C:32](B(O)O)=[CH:31][CH:30]=1.C(=O)([O-])[O-].[Na+].[Na+]. The catalyst is O1CCOCC1.O. The product is [NH2:1][C:2]1[N:7]=[CH:6][N:5]=[C:4]2[N:8]([CH:12]3[CH2:17][CH2:16][CH2:15][N:14]([C:18]([O:20][C:21]([CH3:24])([CH3:23])[CH3:22])=[O:19])[CH2:13]3)[N:9]=[C:10]([C:32]3[CH:31]=[CH:30][C:29]([O:28][C:27]4[CH:38]=[CH:39][CH:40]=[CH:41][C:26]=4[F:25])=[CH:34][CH:33]=3)[C:3]=12. The yield is 0.590. (2) The reactants are [C:1]([NH:4][C:5]1[CH:6]=[C:7]([C:11]2[CH:16]=[N:15][CH:14]=[C:13](Cl)[N:12]=2)[CH:8]=[CH:9][CH:10]=1)(=[O:3])[CH3:2].[Cl:18][C:19]1[CH:24]=[C:23]([NH2:25])[CH:22]=[C:21]([Cl:26])[N:20]=1.C1C=CC(P(C2C(C3C(P(C4C=CC=CC=4)C4C=CC=CC=4)=CC=C4C=3C=CC=C4)=C3C(C=CC=C3)=CC=2)C2C=CC=CC=2)=CC=1.CC(C)([O-])C.[Na+]. The catalyst is C1(C)C=CC=CC=1. The product is [Cl:18][C:19]1[CH:24]=[C:23]([NH:25][C:13]2[N:12]=[C:11]([C:7]3[CH:6]=[C:5]([NH:4][C:1](=[O:3])[CH3:2])[CH:10]=[CH:9][CH:8]=3)[CH:16]=[N:15][CH:14]=2)[CH:22]=[C:21]([Cl:26])[N:20]=1. The yield is 0.0780. (3) The reactants are [NH2:1][C:2]1[CH:9]=[CH:8][CH:7]=[C:6]([O:10][CH2:11][C:12]([NH2:15])([CH3:14])[CH3:13])[C:3]=1[C:4]#[N:5].[C:16]([O-:19])(O)=[O:17].[Na+].C(=O)([O-])ON1C(=O)CC([CH2:29][C:30]2[CH:35]=[CH:34][CH:33]=[CH:32][CH:31]=2)C1=O. The catalyst is C1COCC1.O. The product is [NH2:1][C:2]1[C:3]([C:4]#[N:5])=[C:6]([CH:7]=[CH:8][CH:9]=1)[O:10][CH2:11][C:12]([NH:15][C:16](=[O:17])[O:19][CH2:29][C:30]1[CH:35]=[CH:34][CH:33]=[CH:32][CH:31]=1)([CH3:13])[CH3:14]. The yield is 0.890.